From a dataset of Reaction yield outcomes from USPTO patents with 853,638 reactions. Predict the reaction yield, written as a fraction of the theoretical maximum amount of product (1.0 means a 100% yield; for example, 0.34 means a 34% yield). (1) The reactants are [C:1]([C:3]1[CH:4]=[C:5]([S:9]([NH:12][C@H:13]2[CH2:18][CH2:17][C@@H:16]([C:19]3[CH:24]=[CH:23][C:22]([OH:25])=[CH:21][C:20]=3[OH:26])[CH2:15][CH2:14]2)(=[O:11])=[O:10])[CH:6]=[CH:7][CH:8]=1)#[N:2].[NH4+].[Cl-].[N-:29]=[N+:30]=[N-:31].[Na+]. The catalyst is CN(C=O)C. The product is [OH:26][C:20]1[CH:21]=[C:22]([OH:25])[CH:23]=[CH:24][C:19]=1[C@@H:16]1[CH2:15][CH2:14][C@H:13]([NH:12][S:9]([C:5]2[CH:6]=[CH:7][CH:8]=[C:3]([C:1]3[NH:31][N:30]=[N:29][N:2]=3)[CH:4]=2)(=[O:11])=[O:10])[CH2:18][CH2:17]1. The yield is 0.720. (2) The reactants are [Cl:1][C:2]1[N:3]=[C:4](Cl)[C:5]2[CH2:10][CH2:9][CH:8]([C:11]3[CH:16]=[CH:15][C:14]([F:17])=[CH:13][CH:12]=3)[C:6]=2[N:7]=1.[CH3:19][C:20]1([OH:26])[CH2:25][CH2:24][NH:23][CH2:22][CH2:21]1. The catalyst is CO. The product is [Cl:1][C:2]1[N:3]=[C:4]([N:23]2[CH2:24][CH2:25][C:20]([CH3:19])([OH:26])[CH2:21][CH2:22]2)[C:5]2[CH2:10][CH2:9][CH:8]([C:11]3[CH:16]=[CH:15][C:14]([F:17])=[CH:13][CH:12]=3)[C:6]=2[N:7]=1. The yield is 0.732.